This data is from Rat liver microsome stability data. The task is: Regression/Classification. Given a drug SMILES string, predict its absorption, distribution, metabolism, or excretion properties. Task type varies by dataset: regression for continuous measurements (e.g., permeability, clearance, half-life) or binary classification for categorical outcomes (e.g., BBB penetration, CYP inhibition). Dataset: rlm. (1) The compound is CC(C)(C)c1ccc(-c2csc(N3CCC(C(N)=O)CC3)n2)cc1. The result is 1 (stable in rat liver microsomes). (2) The result is 1 (stable in rat liver microsomes). The drug is COc1cccc(OC)c1C(=O)Nc1ccccc1C(=O)Nc1cccc(C(F)(F)F)c1. (3) The molecule is Cc1ccc(-c2cc(C(=O)Nc3ccncc3)c3ccccc3n2)cc1. The result is 0 (unstable in rat liver microsomes). (4) The drug is COC(=O)Nc1ccc2c(c1)NC(=O)CCC=CC[C@H](N1CC[C@H](c3cc(Cl)ccc3F)OC1=O)c1nc(Cl)c-2[nH]1. The result is 1 (stable in rat liver microsomes). (5) The compound is CNCc1ccc(-c2cc(-c3nc(-c4ccc(S(=O)(=O)C(C)C)cc4)cnc3N)on2)cc1. The result is 0 (unstable in rat liver microsomes). (6) The molecule is NCc1c(-c2ccccc2Cl)ccc2ncn(Cc3ccccc3)c12. The result is 1 (stable in rat liver microsomes). (7) The drug is CC#C[C@@H](Cc1nn[nH]n1)c1ccc(OCc2ccc3sc(F)c(-c4ccc(OCCOC)cc4C)c3c2)cc1. The result is 1 (stable in rat liver microsomes).